Task: Predict the reaction yield, written as a fraction of the theoretical maximum amount of product (1.0 means a 100% yield; for example, 0.34 means a 34% yield).. Dataset: Reaction yield outcomes from USPTO patents with 853,638 reactions The reactants are [NH2:1][C:2]1[C:11]2[C:6](=[CH:7][CH:8]=[CH:9][CH:10]=2)[C:5]([O:12][C:13]2[C:22]3[NH:21][C:20](=[O:23])[C:19]([CH3:24])=[N:18][C:17]=3[N:16]=[CH:15][CH:14]=2)=[CH:4][CH:3]=1.[C:25]([C:29]1[CH:33]=[C:32]([N:34]=[C:35]=[O:36])[N:31]([C:37]2[CH:42]=[CH:41][CH:40]=[CH:39][CH:38]=2)[N:30]=1)([CH3:28])([CH3:27])[CH3:26]. No catalyst specified. The product is [C:25]([C:29]1[CH:33]=[C:32]([NH:34][C:35]([NH:1][C:2]2[C:11]3[C:6](=[CH:7][CH:8]=[CH:9][CH:10]=3)[C:5]([O:12][C:13]3[C:22]4[NH:21][C:20](=[O:23])[C:19]([CH3:24])=[N:18][C:17]=4[N:16]=[CH:15][CH:14]=3)=[CH:4][CH:3]=2)=[O:36])[N:31]([C:37]2[CH:42]=[CH:41][CH:40]=[CH:39][CH:38]=2)[N:30]=1)([CH3:28])([CH3:26])[CH3:27]. The yield is 0.410.